Dataset: Full USPTO retrosynthesis dataset with 1.9M reactions from patents (1976-2016). Task: Predict the reactants needed to synthesize the given product. Given the product [CH3:11][C:12]1[C:17]([CH3:18])=[CH:16][C:15]([CH3:19])=[CH:14][C:13]=1[O:10][CH2:9][CH2:8][C:5]1[CH:6]=[CH:7][C:2]([Br:1])=[CH:3][CH:4]=1, predict the reactants needed to synthesize it. The reactants are: [Br:1][C:2]1[CH:7]=[CH:6][C:5]([CH2:8][CH2:9][OH:10])=[CH:4][CH:3]=1.[CH3:11][C:12]1[C:17]([CH3:18])=[CH:16][C:15]([CH3:19])=[CH:14][C:13]=1O.C(P(CCCC)CCCC)CCC.